This data is from Full USPTO retrosynthesis dataset with 1.9M reactions from patents (1976-2016). The task is: Predict the reactants needed to synthesize the given product. (1) The reactants are: [S:1]1[C:5]2[CH:6]=[CH:7][CH:8]=[CH:9][C:4]=2[N:3]=[C:2]1[N:10](COCC[Si](C)(C)C)[C:11]([C:13]1[CH:14]=[CH:15][CH:16]=[C:17]2[C:22]=1[CH2:21][N:20]([C:23]1[N:28]=[C:27]([C:29]([O:31]C(C)(C)C)=[O:30])[C:26]([CH2:36][CH2:37][CH2:38][O:39][C:40]3[CH:45]=[CH:44][CH:43]=[CH:42][CH:41]=3)=[CH:25][CH:24]=1)[CH2:19][CH2:18]2)=[O:12].O.Cl. Given the product [S:1]1[C:5]2[CH:6]=[CH:7][CH:8]=[CH:9][C:4]=2[N:3]=[C:2]1[NH:10][C:11]([C:13]1[CH:14]=[CH:15][CH:16]=[C:17]2[C:22]=1[CH2:21][N:20]([C:23]1[N:28]=[C:27]([C:29]([OH:31])=[O:30])[C:26]([CH2:36][CH2:37][CH2:38][O:39][C:40]3[CH:41]=[CH:42][CH:43]=[CH:44][CH:45]=3)=[CH:25][CH:24]=1)[CH2:19][CH2:18]2)=[O:12], predict the reactants needed to synthesize it. (2) Given the product [CH2:1]([O:4][CH:5]([CH2:15][O:16][CH2:17][C:18]#[CH:19])[CH2:6][NH2:7])[C:2]#[CH:3], predict the reactants needed to synthesize it. The reactants are: [CH2:1]([O:4][CH:5]([CH2:15][O:16][CH2:17][C:18]#[CH:19])[CH2:6][NH:7]C(=O)OC(C)(C)C)[C:2]#[CH:3].C(O)(C(F)(F)F)=O. (3) Given the product [O:35]1[CH:39]=[CH:38][C:37]2[CH:40]=[C:41]([CH2:44][C:4]3[C:3]4[C:7](=[CH:8][CH:9]=[C:10]([F:11])[C:2]=4[Cl:1])[N:6]([C@@H:12]4[O:29][C@H:28]([CH2:30][OH:31])[C@@H:23]([OH:24])[C@H:18]([OH:19])[C@H:13]4[OH:14])[CH:5]=3)[CH:42]=[CH:43][C:36]1=2, predict the reactants needed to synthesize it. The reactants are: [Cl:1][C:2]1[C:10]([F:11])=[CH:9][CH:8]=[C:7]2[C:3]=1[CH:4]=[CH:5][N:6]2[C@@H:12]1[O:29][C@H:28]([CH2:30][O:31]C(=O)C)[C@@H:23]([O:24]C(=O)C)[C@H:18]([O:19]C(=O)C)[C@H:13]1[O:14]C(=O)C.[O:35]1[CH:39]=[CH:38][C:37]2[CH:40]=[C:41]([C:44](Cl)=O)[CH:42]=[CH:43][C:36]1=2. (4) Given the product [Si:12]([O:1][CH:2]1[CH2:3][CH2:4][CH:5]([C:8]([O:10][CH3:11])=[O:9])[CH2:6][CH2:7]1)([C:15]([CH3:18])([CH3:17])[CH3:16])([CH3:14])[CH3:13], predict the reactants needed to synthesize it. The reactants are: [OH:1][CH:2]1[CH2:7][CH2:6][CH:5]([C:8]([O:10][CH3:11])=[O:9])[CH2:4][CH2:3]1.[Si:12](Cl)([C:15]([CH3:18])([CH3:17])[CH3:16])([CH3:14])[CH3:13].N1C=CN=C1. (5) Given the product [Cl:1][C:2]1[CH:7]=[CH:6][C:5]([O:8][C:9]2[CH:14]=[CH:13][C:12]([CH2:15][Cl:23])=[CH:11][CH:10]=2)=[CH:4][C:3]=1[C:17]([F:20])([F:19])[F:18], predict the reactants needed to synthesize it. The reactants are: [Cl:1][C:2]1[CH:7]=[CH:6][C:5]([O:8][C:9]2[CH:14]=[CH:13][C:12]([CH2:15]O)=[CH:11][CH:10]=2)=[CH:4][C:3]=1[C:17]([F:20])([F:19])[F:18].S(Cl)([Cl:23])=O. (6) Given the product [Cl:1][C:2]1[N:10]=[C:9]2[C:5]([N:6]=[C:7]([CH2:13][N:14]3[CH2:15][CH:16]([N:36]4[CH2:41][CH2:40][O:39][CH2:38][CH2:37]4)[CH2:19]3)[N:8]2[CH2:11][CH3:12])=[C:4]([N:26]2[CH2:31][CH2:30][O:29][CH2:28][CH2:27]2)[N:3]=1, predict the reactants needed to synthesize it. The reactants are: [Cl:1][C:2]1[N:10]=[C:9]2[C:5]([N:6]=[C:7]([CH2:13][N:14]3[CH2:19]CC(N4CC(F)(F)C4)[CH2:16][CH2:15]3)[N:8]2[CH2:11][CH3:12])=[C:4]([N:26]2[CH2:31][CH2:30][O:29][CH2:28][CH2:27]2)[N:3]=1.N1CC([N:36]2[CH2:41][CH2:40][O:39][CH2:38][CH2:37]2)C1. (7) Given the product [C:1]([N:4]1[CH2:8][CH2:7][C:6]2([C:16]3[C:11](=[CH:12][CH:13]=[C:14](/[CH:17]=[CH:18]/[C:19]([N:32]4[CH2:35][CH2:34][CH2:33]4)=[O:20])[CH:15]=3)[N:10]([C:22]([NH:23][C:24]3[S:25][C:26]([Cl:29])=[CH:27][N:28]=3)=[O:30])[CH2:9]2)[CH2:5]1)(=[O:3])[CH3:2], predict the reactants needed to synthesize it. The reactants are: [C:1]([N:4]1[CH2:8][CH2:7][C:6]2([C:16]3[C:11](=[CH:12][CH:13]=[C:14](/[CH:17]=[CH:18]/[C:19](O)=[O:20])[CH:15]=3)[N:10]([C:22](=[O:30])[NH:23][C:24]3[S:25][C:26]([Cl:29])=[CH:27][N:28]=3)[CH2:9]2)[CH2:5]1)(=[O:3])[CH3:2].Cl.[NH:32]1[CH2:35][CH2:34][CH2:33]1. (8) Given the product [CH:8]1[C:17]2[C:12](=[CH:13][CH:14]=[CH:15][CH:16]=2)[CH:11]=[CH:10][C:9]=1[S:18]([N:4]1[CH2:5][CH2:6][NH:1][C:2](=[O:7])[CH2:3]1)(=[O:19])=[O:20], predict the reactants needed to synthesize it. The reactants are: [NH:1]1[CH2:6][CH2:5][NH:4][CH2:3][C:2]1=[O:7].[CH:8]1[C:17]2[C:12](=[CH:13][CH:14]=[CH:15][CH:16]=2)[CH:11]=[CH:10][C:9]=1[S:18](Cl)(=[O:20])=[O:19].C(N(C(C)C)CC)(C)C.